Dataset: Reaction yield outcomes from USPTO patents with 853,638 reactions. Task: Predict the reaction yield, written as a fraction of the theoretical maximum amount of product (1.0 means a 100% yield; for example, 0.34 means a 34% yield). The reactants are [C:1]([C:5]1[N:10]=[C:9]([N:11]2[CH2:16][CH2:15][N:14]([CH2:17][CH2:18][CH2:19][CH2:20][NH2:21])[CH2:13][CH2:12]2)[CH:8]=[C:7]([CH3:22])[N:6]=1)([CH3:4])([CH3:3])[CH3:2].C1N=CN([C:28](N2C=NC=C2)=[O:29])C=1.[C:35]1([S:41]([N:44]2[CH2:49][CH2:48][NH:47][CH2:46][CH2:45]2)(=[O:43])=[O:42])[CH:40]=[CH:39][CH:38]=[CH:37][CH:36]=1.C(Cl)(Cl)Cl.CO. The catalyst is O. The product is [C:1]([C:5]1[N:10]=[C:9]([N:11]2[CH2:12][CH2:13][N:14]([CH2:17][CH2:18][CH2:19][CH2:20][NH:21][C:28]([N:47]3[CH2:48][CH2:49][N:44]([S:41]([C:35]4[CH:40]=[CH:39][CH:38]=[CH:37][CH:36]=4)(=[O:43])=[O:42])[CH2:45][CH2:46]3)=[O:29])[CH2:15][CH2:16]2)[CH:8]=[C:7]([CH3:22])[N:6]=1)([CH3:4])([CH3:3])[CH3:2]. The yield is 0.400.